Dataset: Forward reaction prediction with 1.9M reactions from USPTO patents (1976-2016). Task: Predict the product of the given reaction. (1) The product is: [CH2:14]([N:11]([CH2:12][CH3:13])[C:9](=[O:10])[C:8](=[O:16])[CH2:1][CH3:2])[CH3:15]. Given the reactants [CH2:1]([Mg]Br)[CH3:2].C(O[C:8](=[O:16])[C:9]([N:11]([CH2:14][CH3:15])[CH2:12][CH3:13])=[O:10])C.C(O)(=O)C.O, predict the reaction product. (2) Given the reactants [C:1]([Cl:4])(=O)[CH3:2].Cl.[NH2:6][C:7]1[CH:15]=[CH:14][C:10]([C:11]([OH:13])=[O:12])=[CH:9][C:8]=1[OH:16].C(OC(=O)C)C, predict the reaction product. The product is: [ClH:4].[NH2:6][C:7]1[CH:15]=[CH:14][C:10]([C:11]([O:13][CH2:1][CH3:2])=[O:12])=[CH:9][C:8]=1[OH:16]. (3) Given the reactants [F:1][C@H:2]1[C@@H:6]([O:7][C:8]2[CH:9]=[CH:10][CH:11]=[C:12]3[C:17]=2[N:16]=[C:15]([C:18]2[N:22]4[CH:23]=[CH:24][C:25]([C:27]5[CH:28]=[N:29][CH:30]=[CH:31][CH:32]=5)=[CH:26][C:21]4=[N:20][CH:19]=2)[CH:14]=[CH:13]3)[CH2:5][N:4](C(OCC2C=CC3C(=CC=CC=3)C=2)=O)[CH2:3]1.C(O)(C(F)(F)F)=O, predict the reaction product. The product is: [F:1][C@H:2]1[CH2:3][NH:4][CH2:5][C@H:6]1[O:7][C:8]1[CH:9]=[CH:10][CH:11]=[C:12]2[C:17]=1[N:16]=[C:15]([C:18]1[N:22]3[CH:23]=[CH:24][C:25]([C:27]4[CH:28]=[N:29][CH:30]=[CH:31][CH:32]=4)=[CH:26][C:21]3=[N:20][CH:19]=1)[CH:14]=[CH:13]2. (4) Given the reactants [C:1]1([C:13]2[CH:18]=[CH:17][CH:16]=[CH:15][CH:14]=2)[CH:6]=[CH:5][C:4]([CH2:7][CH2:8][CH2:9][CH2:10][CH2:11]O)=[CH:3][CH:2]=1.C(Br)(Br)(Br)[Br:20].C1(P(C2C=CC=CC=2)C2C=CC=CC=2)C=CC=CC=1, predict the reaction product. The product is: [Br:20][CH2:11][CH2:10][CH2:9][CH2:8][CH2:7][C:4]1[CH:5]=[CH:6][C:1]([C:13]2[CH:18]=[CH:17][CH:16]=[CH:15][CH:14]=2)=[CH:2][CH:3]=1.